This data is from Full USPTO retrosynthesis dataset with 1.9M reactions from patents (1976-2016). The task is: Predict the reactants needed to synthesize the given product. Given the product [CH2:22]([C:34]1[CH:35]=[CH:36][C:37]([C:8]([N:4]2[CH2:5][CH2:6][CH2:7][C@H:3]2[C:1]#[N:2])=[O:10])=[CH:41][CH:42]=1)[CH2:23][CH2:24][CH2:25][CH2:26][CH2:27][CH2:28][CH2:29][CH2:30][CH2:31][CH2:32][CH3:33], predict the reactants needed to synthesize it. The reactants are: [C:1]([C@@H:3]1[CH2:7][CH2:6][CH2:5][N:4]1[C:8]([O:10]C(C)(C)C)=O)#[N:2].FC(F)(F)C(O)=O.[CH2:22]([C:34]1[CH:42]=[CH:41][C:37](C(O)=O)=[CH:36][CH:35]=1)[CH2:23][CH2:24][CH2:25][CH2:26][CH2:27][CH2:28][CH2:29][CH2:30][CH2:31][CH2:32][CH3:33].C1CN([P+](ON2N=NC3C=CC=CC2=3)(N2CCCC2)N2CCCC2)CC1.F[P-](F)(F)(F)(F)F.C(N(CC)C(C)C)(C)C.